This data is from Forward reaction prediction with 1.9M reactions from USPTO patents (1976-2016). The task is: Predict the product of the given reaction. (1) Given the reactants C(Cl)(=O)C(Cl)=O.CS(C)=O.[C:11]([O:15][C:16](=[O:35])[NH:17][CH:18]([C:22](=[O:34])[NH:23][C:24]1[N:25]=[CH:26][N:27]([C:29]([CH3:33])([CH3:32])[CH2:30][OH:31])[CH:28]=1)[CH2:19][CH2:20][CH3:21])([CH3:14])([CH3:13])[CH3:12].C(N(CC)CC)C, predict the reaction product. The product is: [C:11]([O:15][C:16](=[O:35])[NH:17][CH:18]([C:22](=[O:34])[NH:23][C:24]1[N:25]=[CH:26][N:27]([C:29]([CH3:33])([CH3:32])[CH:30]=[O:31])[CH:28]=1)[CH2:19][CH2:20][CH3:21])([CH3:12])([CH3:13])[CH3:14]. (2) Given the reactants [NH2:1][C:2]1[C:7]([C:8]([C:10]2[CH:15]=[C:14]([F:16])[CH:13]=[CH:12][C:11]=2[O:17][CH3:18])=[O:9])=[CH:6][N:5]=[C:4]([NH:19][CH:20]2[CH2:25][CH2:24][NH:23][CH2:22][CH2:21]2)[N:3]=1.[Cl:26][CH2:27][CH2:28][CH2:29][S:30](Cl)(=[O:32])=[O:31].C(N(C(C)C)CC)(C)C, predict the reaction product. The product is: [NH2:1][C:2]1[C:7]([C:8]([C:10]2[CH:15]=[C:14]([F:16])[CH:13]=[CH:12][C:11]=2[O:17][CH3:18])=[O:9])=[CH:6][N:5]=[C:4]([NH:19][CH:20]2[CH2:21][CH2:22][N:23]([S:30]([CH2:29][CH2:28][CH2:27][Cl:26])(=[O:32])=[O:31])[CH2:24][CH2:25]2)[N:3]=1. (3) Given the reactants Br[C:2]1[CH:3]=[CH:4][C:5]([F:10])=[C:6]([O:8][CH3:9])[CH:7]=1.O.[CH:12]1(B(O)O)[CH2:14][CH2:13]1.P([O-])([O-])([O-])=O.[K+].[K+].[K+], predict the reaction product. The product is: [CH:12]1([C:2]2[CH:3]=[CH:4][C:5]([F:10])=[C:6]([O:8][CH3:9])[CH:7]=2)[CH2:14][CH2:13]1. (4) Given the reactants C(NC(C)C)(C)C.[Li]CCCC.[Cl:13][C:14]1[CH:15]=[N:16][CH:17]=[C:18]([O:20][CH2:21][O:22][CH3:23])[CH:19]=1.[CH:24](OCC)=[O:25], predict the reaction product. The product is: [Cl:13][C:14]1[CH:15]=[N:16][CH:17]=[C:18]([O:20][CH2:21][O:22][CH3:23])[C:19]=1[CH:24]=[O:25].